Task: Predict which catalyst facilitates the given reaction.. Dataset: Catalyst prediction with 721,799 reactions and 888 catalyst types from USPTO Reactant: [C:1]([O:5][C:6]1[CH:7]=[C:8]([CH:12]([NH2:14])[CH3:13])[CH:9]=[CH:10][CH:11]=1)([CH3:4])([CH3:3])[CH3:2].[CH3:15][O:16][CH2:17][C:18](OC(C)C)=[O:19].S(=O)(=O)(O)O. Product: [C:1]([O:5][C:6]1[CH:7]=[C:8]([C@H:12]([NH:14][C:18](=[O:19])[CH2:17][O:16][CH3:15])[CH3:13])[CH:9]=[CH:10][CH:11]=1)([CH3:4])([CH3:2])[CH3:3]. The catalyst class is: 6.